This data is from Reaction yield outcomes from USPTO patents with 853,638 reactions. The task is: Predict the reaction yield, written as a fraction of the theoretical maximum amount of product (1.0 means a 100% yield; for example, 0.34 means a 34% yield). (1) The reactants are [CH3:1][O:2][CH2:3][CH2:4][O:5][C:6]1[N:14]=[C:13]2[C:9]([N:10]=[CH:11][NH:12]2)=[C:8]([NH2:15])[N:7]=1.[Br:16][CH2:17][C:18]1[CH:23]=[CH:22][CH:21]=[C:20]([CH2:24]Br)[CH:19]=1.C(=O)([O-])[O-].[K+].[K+]. The yield is 0.590. The product is [Br:16][CH2:17][C:18]1[CH:19]=[C:20]([CH:21]=[CH:22][CH:23]=1)[CH2:24][N:12]1[CH:11]=[N:10][C:9]2[C:13]1=[N:14][C:6]([O:5][CH2:4][CH2:3][O:2][CH3:1])=[N:7][C:8]=2[NH2:15]. The catalyst is CN(C=O)C.C(OCC)(=O)C. (2) The reactants are [CH3:1][N:2]([CH3:18])[C:3]([C@@H:5]1[CH2:10][CH2:9][CH2:8][N:7](C(OC(C)(C)C)=O)[CH2:6]1)=[O:4].[ClH:19]. The catalyst is CO. The product is [ClH:19].[CH3:1][N:2]([CH3:18])[C:3]([C@@H:5]1[CH2:10][CH2:9][CH2:8][NH:7][CH2:6]1)=[O:4]. The yield is 0.900. (3) The reactants are [CH:1]1([C:4]2[S:30][C:7]3[N:8]([CH2:14][C:15]4[CH:20]=[CH:19][C:18]([C:21]5[C:22]([C:27]#[N:28])=[CH:23][CH:24]=[CH:25][CH:26]=5)=[CH:17][C:16]=4[F:29])[C:9](=[O:13])[NH:10][C:11](=[O:12])[C:6]=3[CH:5]=2)[CH2:3][CH2:2]1.Br[CH2:32][C:33]([C:35]1[CH:40]=[CH:39][C:38]([F:41])=[CH:37][C:36]=1[O:42][CH3:43])=[O:34].CN(C)C=O.[H-].[Na+]. The catalyst is C(OCC)(=O)C. The product is [CH:1]1([C:4]2[S:30][C:7]3[N:8]([CH2:14][C:15]4[CH:20]=[CH:19][C:18]([C:21]5[C:22]([C:27]#[N:28])=[CH:23][CH:24]=[CH:25][CH:26]=5)=[CH:17][C:16]=4[F:29])[C:9](=[O:13])[N:10]([CH2:32][C:33]([C:35]4[CH:40]=[CH:39][C:38]([F:41])=[CH:37][C:36]=4[O:42][CH3:43])=[O:34])[C:11](=[O:12])[C:6]=3[CH:5]=2)[CH2:3][CH2:2]1. The yield is 0.670. (4) The reactants are Br[C:2]1[S:10][C:9]2[C:8]([C:11]#[N:12])=[CH:7][N:6]=[C:5]([NH:13][CH:14]3[CH2:19][CH2:18][CH2:17][N:16]([C:20]([O:22][C:23]([CH3:26])([CH3:25])[CH3:24])=[O:21])[CH2:15]3)[C:4]=2[CH:3]=1.C([Sn](CCCC)(CCCC)[C:32]1[CH:37]=[CH:36][N:35]=[CH:34][CH:33]=1)CCC. The catalyst is CN(C)C=O.C1C=CC([P]([Pd]([P](C2C=CC=CC=2)(C2C=CC=CC=2)C2C=CC=CC=2)([P](C2C=CC=CC=2)(C2C=CC=CC=2)C2C=CC=CC=2)[P](C2C=CC=CC=2)(C2C=CC=CC=2)C2C=CC=CC=2)(C2C=CC=CC=2)C2C=CC=CC=2)=CC=1.[Cu](I)I. The product is [C:11]([C:8]1[C:9]2[S:10][C:2]([C:32]3[CH:37]=[CH:36][N:35]=[CH:34][CH:33]=3)=[CH:3][C:4]=2[C:5]([NH:13][CH:14]2[CH2:19][CH2:18][CH2:17][N:16]([C:20]([O:22][C:23]([CH3:26])([CH3:25])[CH3:24])=[O:21])[CH2:15]2)=[N:6][CH:7]=1)#[N:12]. The yield is 0.510. (5) The reactants are [Br:1][CH2:2][C:3]([C:5]1[C:6](=[O:16])[O:7][C:8]2[C:13]([CH:14]=1)=[CH:12][CH:11]=[C:10]([F:15])[CH:9]=2)=O.[CH3:17][C:18]1[N:19]=[C:20]([C:25]([F:28])([F:27])[F:26])[C:21]([NH2:24])=[N:22][CH:23]=1. The catalyst is CC#N. The product is [BrH:1].[F:15][C:10]1[CH:9]=[C:8]2[C:13]([CH:14]=[C:5]([C:3]3[N:24]=[C:21]4[C:20]([C:25]([F:28])([F:26])[F:27])=[N:19][C:18]([CH3:17])=[CH:23][N:22]4[CH:2]=3)[C:6](=[O:16])[O:7]2)=[CH:12][CH:11]=1. The yield is 0.200. (6) The reactants are [O:1]=[C:2]1[C:5]2([CH2:9][CH2:8][CH2:7][N:6]2[C:10]([O:12][CH2:13][C:14]2[CH:19]=[CH:18][CH:17]=[CH:16][CH:15]=2)=[O:11])[CH2:4][NH:3]1.C([O-])([O-])=O.[Cs+].[Cs+].Br[CH2:27][C:28]([O:30][CH2:31][CH3:32])=[O:29]. The catalyst is C(#N)C. The product is [CH2:31]([O:30][C:28](=[O:29])[CH2:27][N:3]1[CH2:4][C:5]2([CH2:9][CH2:8][CH2:7][N:6]2[C:10]([O:12][CH2:13][C:14]2[CH:19]=[CH:18][CH:17]=[CH:16][CH:15]=2)=[O:11])[C:2]1=[O:1])[CH3:32]. The yield is 0.786.